From a dataset of Full USPTO retrosynthesis dataset with 1.9M reactions from patents (1976-2016). Predict the reactants needed to synthesize the given product. (1) The reactants are: [CH3:1][O:2][CH2:3][CH2:4][O:5][C:6]1[N:14]=[C:13]2[C:9]([NH:10][CH:11]=[N:12]2)=[C:8]([NH2:15])[N:7]=1.C([O-])([O-])=O.[K+].[K+].Br[CH2:23][CH2:24][CH2:25][P:26](=[O:33])([O:30][CH2:31][CH3:32])[O:27][CH2:28][CH3:29]. Given the product [CH2:31]([O:30][P:26]([CH2:25][CH2:24][CH2:23][N:12]1[CH:11]=[N:10][C:9]2[C:13]1=[N:14][C:6]([O:5][CH2:4][CH2:3][O:2][CH3:1])=[N:7][C:8]=2[NH2:15])(=[O:33])[O:27][CH2:28][CH3:29])[CH3:32], predict the reactants needed to synthesize it. (2) Given the product [CH3:13][O:12][C:10]1[CH:9]=[CH:8][C:3]([C:4]([OH:6])=[O:5])=[C:2]([O:1][CH2:20][O:21][CH3:22])[CH:11]=1, predict the reactants needed to synthesize it. The reactants are: [OH:1][C:2]1[CH:11]=[C:10]([O:12][CH3:13])[CH:9]=[CH:8][C:3]=1[C:4]([O:6]C)=[O:5].C(=O)([O-])[O-].[K+].[K+].[CH3:20][O:21][CH2:22]Cl. (3) Given the product [CH3:9][NH:8][C:6]([C:5]1[CH:10]([C:13]2[CH:14]=[CH:15][CH:16]=[CH:17][C:12]=2[CH3:20])[CH2:11][C:2]([N:21]2[CH2:23][CH2:27][N:3]([CH3:4])[CH2:2][CH2:11]2)=[N:3][CH:4]=1)=[O:7], predict the reactants needed to synthesize it. The reactants are: Cl[C:2]1[CH:11]=[CH:10][C:5]([C:6]([NH:8][CH3:9])=[O:7])=[CH:4][N:3]=1.[C:12]1([CH3:20])[CH:17]=[CH:16][CH:15]=[CH:14][C:13]=1[Mg]Cl.[NH4+:21].[Cl-].[CH2:23]1[CH2:27]OCC1.